Dataset: Reaction yield outcomes from USPTO patents with 853,638 reactions. Task: Predict the reaction yield, written as a fraction of the theoretical maximum amount of product (1.0 means a 100% yield; for example, 0.34 means a 34% yield). (1) The reactants are Br.[NH2:2][C@H:3]1[C:12]2[C:7](=[CH:8][CH:9]=[CH:10][CH:11]=2)[N:6]([C:13](=[O:15])[CH3:14])[C@@H:5]([CH:16]2[CH2:18][CH2:17]2)[C@@H:4]1[CH3:19].Br[C:21]1[CH:26]=[CH:25][CH:24]=[CH:23][CH:22]=1.CN(C1C(C2C(P(C3CCCCC3)C3CCCCC3)=CC=CC=2)=CC=CC=1)C.CC(C)([O-])C.[Na+]. The catalyst is O1CCOCC1.CO.C1C=CC(/C=C/C(/C=C/C2C=CC=CC=2)=O)=CC=1.C1C=CC(/C=C/C(/C=C/C2C=CC=CC=2)=O)=CC=1.C1C=CC(/C=C/C(/C=C/C2C=CC=CC=2)=O)=CC=1.[Pd].[Pd]. The product is [CH:16]1([C@H:5]2[C@H:4]([CH3:19])[C@@H:3]([NH:2][C:21]3[CH:26]=[CH:25][CH:24]=[CH:23][CH:22]=3)[C:12]3[C:7](=[CH:8][CH:9]=[CH:10][CH:11]=3)[N:6]2[C:13](=[O:15])[CH3:14])[CH2:18][CH2:17]1. The yield is 0.640. (2) The reactants are [C:1]([O:5][C:6](=[O:9])[CH2:7]Br)([CH3:4])([CH3:3])[CH3:2].[C:10]([O:14][C:15](=[O:44])[NH:16][C:17]([C:19]1[S:20][C:21]([S:42][CH3:43])=[C:22]([S:24]([C:27]2[CH:28]=[C:29]([C:33]3[C:38]([CH3:39])=[CH:37][C:36]([OH:40])=[CH:35][C:34]=3[CH3:41])[CH:30]=[CH:31][CH:32]=2)(=[O:26])=[O:25])[CH:23]=1)=[NH:18])([CH3:13])([CH3:12])[CH3:11].C(=O)([O-])[O-].[K+].[K+]. The catalyst is CC(C)=O. The product is [C:1]([O:5][C:6](=[O:9])[CH2:7][O:40][C:36]1[CH:35]=[C:34]([CH3:41])[C:33]([C:29]2[CH:30]=[CH:31][CH:32]=[C:27]([S:24]([C:22]3[CH:23]=[C:19]([C:17]([NH:16][C:15]([O:14][C:10]([CH3:12])([CH3:13])[CH3:11])=[O:44])=[NH:18])[S:20][C:21]=3[S:42][CH3:43])(=[O:26])=[O:25])[CH:28]=2)=[C:38]([CH3:39])[CH:37]=1)([CH3:4])([CH3:3])[CH3:2]. The yield is 0.280. (3) The reactants are C([O:8][C:9]([NH:11][C@H:12]([CH2:23][S:24](=[O:47])(=[O:46])[N:25]([CH2:36][CH2:37][NH:38][C:39]([O:41][C:42]([CH3:45])([CH3:44])[CH3:43])=[O:40])[CH2:26][CH2:27][NH:28][C:29]([O:31][C:32]([CH3:35])([CH3:34])[CH3:33])=[O:30])[C:13]([O:15]CC1C=CC=CC=1)=[O:14])=[O:10])C1C=CC=CC=1.C(OC(O[C:51]([CH3:54])([CH3:53])[CH3:52])=O)(O[C:51]([CH3:54])([CH3:53])[CH3:52])=O. The catalyst is CCOC(C)=O.[Pd]. The product is [C:42]([O:41][C:39]([NH:38][CH2:37][CH2:36][N:25]([CH2:26][CH2:27][NH:28][C:29]([O:31][C:32]([CH3:33])([CH3:34])[CH3:35])=[O:30])[S:24]([CH2:23][C@@H:12]([NH:11][C:9]([O:8][C:51]([CH3:54])([CH3:53])[CH3:52])=[O:10])[C:13]([OH:15])=[O:14])(=[O:47])=[O:46])=[O:40])([CH3:43])([CH3:44])[CH3:45]. The yield is 0.844. (4) The reactants are [Br:1][C:2]1[CH:3]=[C:4]([N:8]2[C:12]3=[N:13][CH:14]=[C:15]([C:17]4[CH:21]=[CH:20][N:19]([CH3:22])[N:18]=4)[CH:16]=[C:11]3[C:10]([C:23](O)=[O:24])=[N:9]2)[CH:5]=[CH:6][CH:7]=1.[Cl-].[NH4+:27]. No catalyst specified. The product is [Br:1][C:2]1[CH:3]=[C:4]([N:8]2[C:12]3=[N:13][CH:14]=[C:15]([C:17]4[CH:21]=[CH:20][N:19]([CH3:22])[N:18]=4)[CH:16]=[C:11]3[C:10]([C:23]([NH2:27])=[O:24])=[N:9]2)[CH:5]=[CH:6][CH:7]=1. The yield is 0.460.